Dataset: Full USPTO retrosynthesis dataset with 1.9M reactions from patents (1976-2016). Task: Predict the reactants needed to synthesize the given product. (1) Given the product [C:24]([O:27][CH2:28][C:29]1[C:30]([N:44]2[C:45](=[O:57])[C:46]3[S:52][C:51]4[CH2:53][CH2:54][CH2:55][CH2:56][C:50]=4[C:47]=3[CH2:48][CH2:49]2)=[CH:31][CH:32]=[CH:33][C:34]=1[C:2]1[CH:3]=[C:4]([NH:10][C:11]2[CH:16]=[CH:15][C:14]([CH:17]3[CH2:22][CH2:21][N:20]([CH3:23])[CH2:19][CH2:18]3)=[CH:13][N:12]=2)[C:5](=[O:9])[N:6]([CH3:8])[CH:7]=1)(=[O:26])[CH3:25], predict the reactants needed to synthesize it. The reactants are: Br[C:2]1[CH:3]=[C:4]([NH:10][C:11]2[CH:16]=[CH:15][C:14]([CH:17]3[CH2:22][CH2:21][N:20]([CH3:23])[CH2:19][CH2:18]3)=[CH:13][N:12]=2)[C:5](=[O:9])[N:6]([CH3:8])[CH:7]=1.[C:24]([O:27][CH2:28][C:29]1[C:34](B2OC(C)(C)C(C)(C)O2)=[CH:33][CH:32]=[CH:31][C:30]=1[N:44]1[CH2:49][CH2:48][C:47]2[C:50]3[CH2:56][CH2:55][CH2:54][CH2:53][C:51]=3[S:52][C:46]=2[C:45]1=[O:57])(=[O:26])[CH3:25].CC([O-])=O.[Na+]. (2) The reactants are: [Li]CCCC.Br[C:7]1[N:11]([CH3:12])[C:10]([CH3:13])=[N:9][CH:8]=1.[Cl:14][C:15]1[C:24]2[C:19](=[CH:20][CH:21]=[C:22]([C:25]([C:27]3[N:31]([CH3:32])[C:30]([CH3:33])=[N:29][CH:28]=3)=[O:26])[CH:23]=2)[N:18]=[C:17]([O:34][CH3:35])[C:16]=1[CH2:36][N:37]1[CH2:42][CH2:41][CH:40]([C:43]([F:46])([F:45])[F:44])[CH2:39][CH2:38]1. Given the product [Cl:14][C:15]1[C:24]2[C:19](=[CH:20][CH:21]=[C:22]([C:25]([C:27]3[N:31]([CH3:32])[C:30]([CH3:33])=[N:29][CH:28]=3)([C:7]3[N:11]([CH3:12])[C:10]([CH3:13])=[N:9][CH:8]=3)[OH:26])[CH:23]=2)[N:18]=[C:17]([O:34][CH3:35])[C:16]=1[CH2:36][N:37]1[CH2:42][CH2:41][CH:40]([C:43]([F:44])([F:45])[F:46])[CH2:39][CH2:38]1, predict the reactants needed to synthesize it. (3) Given the product [Cl:1][C:2]1[CH:8]=[C:7]2[C:5](=[CH:4][CH:3]=1)[NH:6][C:14](=[O:15])[C:13]([CH2:9][CH:10]([CH3:12])[CH3:11])=[C:19]2[OH:20], predict the reactants needed to synthesize it. The reactants are: [Cl:1][C:2]1[CH:8]=[CH:7][C:5]([NH2:6])=[CH:4][CH:3]=1.[CH2:9]([CH:13]([C:19](OCC)=[O:20])[C:14](OCC)=[O:15])[CH:10]([CH3:12])[CH3:11].